From a dataset of TCR-epitope binding with 47,182 pairs between 192 epitopes and 23,139 TCRs. Binary Classification. Given a T-cell receptor sequence (or CDR3 region) and an epitope sequence, predict whether binding occurs between them. (1) Result: 0 (the TCR does not bind to the epitope). The epitope is CLGGLLTMV. The TCR CDR3 sequence is CASSHPDRRNYGYTF. (2) The epitope is RAKFKQLL. The TCR CDR3 sequence is CASSLEASNTGELFF. Result: 0 (the TCR does not bind to the epitope). (3) The epitope is GLNKIVRMY. The TCR CDR3 sequence is CASSIRSPYEQYF. Result: 0 (the TCR does not bind to the epitope).